This data is from Peptide-MHC class II binding affinity with 134,281 pairs from IEDB. The task is: Regression. Given a peptide amino acid sequence and an MHC pseudo amino acid sequence, predict their binding affinity value. This is MHC class II binding data. (1) The peptide sequence is LKKYFAATQFEPLAA. The MHC is DRB1_1001 with pseudo-sequence DRB1_1001. The binding affinity (normalized) is 0.660. (2) The peptide sequence is IEPIVATNWQKLEAFWHKHM. The MHC is HLA-DQA10102-DQB10602 with pseudo-sequence HLA-DQA10102-DQB10602. The binding affinity (normalized) is 0.168. (3) The peptide sequence is PCKGDSVTIKLDGNL. The MHC is HLA-DQA10301-DQB10302 with pseudo-sequence HLA-DQA10301-DQB10302. The binding affinity (normalized) is 0.